From a dataset of Forward reaction prediction with 1.9M reactions from USPTO patents (1976-2016). Predict the product of the given reaction. (1) Given the reactants [C:1]([O:5][C:6]([NH:8][C@@H:9]([CH:13]1[CH2:18][CH2:17][O:16][CH2:15][CH2:14]1)[C:10]([OH:12])=[O:11])=[O:7])([CH3:4])([CH3:3])[CH3:2].C(N(C(C)C)CC)(C)C.F[P-](F)(F)(F)(F)F.CN(C)C(F)=[N+](C)C.[F:43][C:44]1[CH:49]=[CH:48][CH:47]=[C:46]([F:50])[C:45]=1[NH:51][C:52]([CH:54]1[NH:62][C:57]2=[N:58][CH:59]=[CH:60][CH:61]=[C:56]2[CH2:55]1)=[O:53], predict the reaction product. The product is: [F:50][C:46]1[CH:47]=[CH:48][CH:49]=[C:44]([F:43])[C:45]=1[NH:51][C:52]([CH:54]1[N:62]([C:10](=[O:12])[C@H:9]([NH:8][C:6](=[O:7])[O:5][C:1]([CH3:2])([CH3:3])[CH3:4])[CH:13]2[CH2:18][CH2:17][O:16][CH2:15][CH2:14]2)[C:57]2=[N:58][CH:59]=[CH:60][CH:61]=[C:56]2[CH2:55]1)=[O:53].[F:50][C:46]1[CH:47]=[CH:48][CH:49]=[C:44]([F:43])[C:45]=1[NH:51][C:52]([CH:54]1[N:62]([C:10](=[O:11])[C@@H:9]([NH:8][C:6](=[O:7])[O:5][C:1]([CH3:2])([CH3:4])[CH3:3])[CH:13]2[CH2:18][CH2:17][O:16][CH2:15][CH2:14]2)[C:57]2=[N:58][CH:59]=[CH:60][CH:61]=[C:56]2[CH2:55]1)=[O:53]. (2) Given the reactants [Cl:1][C:2]1[CH:17]=[CH:16][C:5]([CH2:6][NH:7][C:8]2[N:13]=[CH:12][C:11]([CH:14]=[O:15])=[CH:10][CH:9]=2)=[CH:4][CH:3]=1.[C:18]([O:22][C:23](O[C:23]([O:22][C:18]([CH3:21])([CH3:20])[CH3:19])=[O:24])=[O:24])([CH3:21])([CH3:20])[CH3:19].C(N(CC)C(C)C)(C)C, predict the reaction product. The product is: [C:18]([O:22][C:23](=[O:24])[N:7]([CH2:6][C:5]1[CH:16]=[CH:17][C:2]([Cl:1])=[CH:3][CH:4]=1)[C:8]1[CH:9]=[CH:10][C:11]([CH:14]=[O:15])=[CH:12][N:13]=1)([CH3:21])([CH3:20])[CH3:19]. (3) Given the reactants C[O:2][C:3]([C:5]1[CH:18]=[C:17]2[C:8]([N:9]3[CH:14]([C:15](=[O:19])[NH:16]2)[CH2:13][N:12]([C:20]([O:22][C:23]([CH3:26])([CH3:25])[CH3:24])=[O:21])[CH2:11][CH2:10]3)=[N:7][CH:6]=1)=O.[H-].[Na+].[H-].[Al+3].[Li+].[H-].[H-].[H-].CO, predict the reaction product. The product is: [C:23]([O:22][C:20]([N:12]1[CH2:11][CH2:10][N:9]2[CH:14]([C:15](=[O:19])[NH:16][C:17]3[C:8]2=[N:7][CH:6]=[C:5]([CH2:3][OH:2])[CH:18]=3)[CH2:13]1)=[O:21])([CH3:26])([CH3:24])[CH3:25]. (4) The product is: [CH:1]([S:4][C:5]1[N:6]=[CH:7][C:8]([CH3:13])=[CH:9][C:10]=1[C:11]([OH:17])=[O:14])([CH3:3])[CH3:2]. Given the reactants [CH:1]([S:4][C:5]1[C:10]([C:11]#N)=[CH:9][C:8]([CH3:13])=[CH:7][N:6]=1)([CH3:3])[CH3:2].[OH-:14].[K+].Cl.[OH2:17], predict the reaction product.